Dataset: Catalyst prediction with 721,799 reactions and 888 catalyst types from USPTO. Task: Predict which catalyst facilitates the given reaction. (1) Reactant: C([O:3][CH:4]([O:8][CH2:9][CH3:10])N(C)C)C.[CH3:11][C:12]1[N:16]([C:17]2[CH:18]=[N:19][CH:20]=[CH:21][C:22]=2C(O)=O)[N:15]=[N:14][N:13]=1. Product: [CH3:11][C:12]1[N:16]([C:17]2[CH:18]=[N:19][CH:20]=[CH:21][C:22]=2[C:4]([O:8][CH2:9][CH3:10])=[O:3])[N:15]=[N:14][N:13]=1. The catalyst class is: 4. (2) Reactant: [NH2:1][C@H:2]1[C@H:8]([C:9]2[CH:14]=[CH:13][C:12]([Cl:15])=[C:11]([Cl:16])[CH:10]=2)[O:7][CH2:6][CH2:5][N:4](C(OC(C)(C)C)=O)[CH2:3]1.C(N(CC)CC)C.[N:31]([CH2:34][C:35](OCC)=[O:36])=[C:32]=[O:33]. Product: [ClH:15].[Cl:16][C:11]1[CH:10]=[C:9]([C@@H:8]2[O:7][CH2:6][CH2:5][NH:4][CH2:3][C@H:2]2[N:1]2[C:35](=[O:36])[CH2:34][NH:31][C:32]2=[O:33])[CH:14]=[CH:13][C:12]=1[Cl:15]. The catalyst class is: 56. (3) Reactant: [Br:1][C:2]1[CH:3]=[CH:4][C:5](/[C:12](/Cl)=[N:13]/[OH:14])=[C:6]2[C:10]=1[O:9][C:8]([CH3:11])=[N:7]2.[Cl:16][C:17]1[CH:22]=[C:21]([C:23]([C:25]([F:28])([F:27])[F:26])=[CH2:24])[CH:20]=[C:19]([Cl:29])[CH:18]=1.C(=O)([O-])O.[Na+]. Product: [Br:1][C:2]1[C:10]2[O:9][C:8]([CH3:11])=[N:7][C:6]=2[C:5]([C:12]2[CH2:24][C:23]([C:21]3[CH:20]=[C:19]([Cl:29])[CH:18]=[C:17]([Cl:16])[CH:22]=3)([C:25]([F:26])([F:28])[F:27])[O:14][N:13]=2)=[CH:4][CH:3]=1. The catalyst class is: 41. (4) Reactant: [Cl:1][C:2]1[C:3]([OH:13])=[C:4]([CH:8]=[CH:9][C:10]=1[O:11][CH3:12])[C:5]([OH:7])=[O:6].[Br:14]Br.O. Product: [Br:14][C:9]1[C:10]([O:11][CH3:12])=[C:2]([Cl:1])[C:3]([OH:13])=[C:4]([CH:8]=1)[C:5]([OH:7])=[O:6]. The catalyst class is: 15. (5) Reactant: [CH:1]1([C@H:7]2[CH2:11][CH2:10][CH2:9][C@H:8]2[NH:12][C@@H](C2C=CC=CC=2)C)[CH2:6][CH2:5][CH2:4][CH2:3][CH2:2]1.C(O)(=O)C. Product: [CH:1]1([C@H:7]2[CH2:11][CH2:10][CH2:9][C@H:8]2[NH2:12])[CH2:2][CH2:3][CH2:4][CH2:5][CH2:6]1. The catalyst class is: 19. (6) Reactant: [Cl:1][C:2]1[CH:3]=[C:4]2[C:8](=[CH:9][CH:10]=1)[NH:7][CH2:6][CH2:5]2.C(N(CC)CC)C.Cl[S:19]([C:22]1[CH:30]=[CH:29][C:25]([C:26]([OH:28])=[O:27])=[CH:24][CH:23]=1)(=[O:21])=[O:20].[OH-].[Na+]. Product: [Cl:1][C:2]1[CH:3]=[C:4]2[C:8](=[CH:9][CH:10]=1)[N:7]([S:19]([C:22]1[CH:23]=[CH:24][C:25]([C:26]([OH:28])=[O:27])=[CH:29][CH:30]=1)(=[O:21])=[O:20])[CH2:6][CH2:5]2. The catalyst class is: 5. (7) Reactant: C([O:8][C:9]1[C:10]([C:29]([NH:31][CH2:32][C:33]2[CH:38]=[CH:37][C:36]([F:39])=[CH:35][CH:34]=2)=[O:30])=[N:11][C:12]([C:23]2[O:24][C:25]([CH3:28])=[N:26][N:27]=2)=[CH:13][C:14]=1[O:15]CC1C=CC=CC=1)C1C=CC=CC=1. Product: [F:39][C:36]1[CH:35]=[CH:34][C:33]([CH2:32][NH:31][C:29]([C:10]2[C:9]([OH:8])=[C:14]([OH:15])[CH:13]=[C:12]([C:23]3[O:24][C:25]([CH3:28])=[N:26][N:27]=3)[N:11]=2)=[O:30])=[CH:38][CH:37]=1. The catalyst class is: 515. (8) Reactant: [C:1]([NH:7][C:8]1[N:9]=[C:10]([O:19][CH:20]([CH3:22])[CH3:21])[C:11]2[CH:17]=[C:16](Br)[CH:15]=[N:14][C:12]=2[N:13]=1)(=[O:6])[C:2]([CH3:5])([CH3:4])[CH3:3].[CH3:23][C:24]1[CH:25]=[C:26](B(O)O)[CH:27]=[CH:28][C:29]=1[CH3:30].C([O-])([O-])=O.[Na+].[Na+]. Product: [C:1]([NH:7][C:8]1[N:9]=[C:10]([O:19][CH:20]([CH3:22])[CH3:21])[C:11]2[CH:17]=[C:16]([C:26]3[CH:27]=[CH:28][C:29]([CH3:30])=[C:24]([CH3:23])[CH:25]=3)[CH:15]=[N:14][C:12]=2[N:13]=1)(=[O:6])[C:2]([CH3:5])([CH3:4])[CH3:3]. The catalyst class is: 602.